From a dataset of NCI-60 drug combinations with 297,098 pairs across 59 cell lines. Regression. Given two drug SMILES strings and cell line genomic features, predict the synergy score measuring deviation from expected non-interaction effect. (1) Drug 1: CC1C(C(=O)NC(C(=O)N2CCCC2C(=O)N(CC(=O)N(C(C(=O)O1)C(C)C)C)C)C(C)C)NC(=O)C3=C4C(=C(C=C3)C)OC5=C(C(=O)C(=C(C5=N4)C(=O)NC6C(OC(=O)C(N(C(=O)CN(C(=O)C7CCCN7C(=O)C(NC6=O)C(C)C)C)C)C(C)C)C)N)C. Drug 2: CC1=C(C(CCC1)(C)C)C=CC(=CC=CC(=CC(=O)O)C)C. Cell line: RPMI-8226. Synergy scores: CSS=50.8, Synergy_ZIP=6.31, Synergy_Bliss=6.94, Synergy_Loewe=6.56, Synergy_HSA=7.21. (2) Drug 1: C1CN1C2=NC(=NC(=N2)N3CC3)N4CC4. Drug 2: CC(C)CN1C=NC2=C1C3=CC=CC=C3N=C2N. Cell line: KM12. Synergy scores: CSS=23.6, Synergy_ZIP=-0.494, Synergy_Bliss=-1.94, Synergy_Loewe=-0.586, Synergy_HSA=0.456. (3) Drug 1: CC1OCC2C(O1)C(C(C(O2)OC3C4COC(=O)C4C(C5=CC6=C(C=C35)OCO6)C7=CC(=C(C(=C7)OC)O)OC)O)O. Drug 2: CN(C)N=NC1=C(NC=N1)C(=O)N. Cell line: OVCAR3. Synergy scores: CSS=37.7, Synergy_ZIP=-4.74, Synergy_Bliss=4.60, Synergy_Loewe=-13.7, Synergy_HSA=5.69. (4) Drug 1: CC1=C(C(=CC=C1)Cl)NC(=O)C2=CN=C(S2)NC3=CC(=NC(=N3)C)N4CCN(CC4)CCO. Drug 2: CC(C)(C#N)C1=CC(=CC(=C1)CN2C=NC=N2)C(C)(C)C#N. Cell line: SK-OV-3. Synergy scores: CSS=14.2, Synergy_ZIP=0.0110, Synergy_Bliss=1.67, Synergy_Loewe=-5.02, Synergy_HSA=1.23. (5) Synergy scores: CSS=34.7, Synergy_ZIP=-1.03, Synergy_Bliss=4.23, Synergy_Loewe=-12.6, Synergy_HSA=3.48. Drug 1: CC12CCC3C(C1CCC2=O)CC(=C)C4=CC(=O)C=CC34C. Cell line: NCI/ADR-RES. Drug 2: C1=CC(=CC=C1CC(C(=O)O)N)N(CCCl)CCCl.Cl. (6) Drug 1: CC12CCC3C(C1CCC2NC(=O)OCC(F)(F)F)CCC4C3(C=CC(=O)N4C)C. Drug 2: C1=CN(C(=O)N=C1N)C2C(C(C(O2)CO)O)(F)F. Cell line: SW-620. Synergy scores: CSS=53.2, Synergy_ZIP=1.20, Synergy_Bliss=-1.06, Synergy_Loewe=-24.2, Synergy_HSA=-0.922.